Dataset: Peptide-MHC class II binding affinity with 134,281 pairs from IEDB. Task: Regression. Given a peptide amino acid sequence and an MHC pseudo amino acid sequence, predict their binding affinity value. This is MHC class II binding data. (1) The peptide sequence is GELQHVDKIDAAFKI. The MHC is DRB4_0101 with pseudo-sequence DRB4_0103. The binding affinity (normalized) is 0.613. (2) The peptide sequence is LHFSEALRIIAGTPE. The MHC is HLA-DPA10103-DPB10201 with pseudo-sequence HLA-DPA10103-DPB10201. The binding affinity (normalized) is 0.422. (3) The peptide sequence is GMIIMLIPTVMAFHL. The MHC is DRB1_0401 with pseudo-sequence DRB1_0401. The binding affinity (normalized) is 0.714.